This data is from Full USPTO retrosynthesis dataset with 1.9M reactions from patents (1976-2016). The task is: Predict the reactants needed to synthesize the given product. (1) Given the product [C:16]([O:15][C:13]([N:10]1[CH2:11][CH2:12][CH:7]([N:6]2[C:5](=[O:21])/[C:4](=[CH:37]/[C:33]3[CH:32]=[C:31]4[C:36](=[CH:35][CH:34]=3)[N:28]([CH2:27][C:26]3[CH:39]=[CH:40][C:23]([Cl:22])=[CH:24][C:25]=3[C:41]([F:44])([F:42])[F:43])[N:29]=[CH:30]4)/[S:3][C:2]2=[O:1])[CH:8]([OH:20])[CH2:9]1)=[O:14])([CH3:17])([CH3:18])[CH3:19], predict the reactants needed to synthesize it. The reactants are: [O:1]=[C:2]1[N:6]([C@@H:7]2[CH2:12][CH2:11][N:10]([C:13]([O:15][C:16]([CH3:19])([CH3:18])[CH3:17])=[O:14])[CH2:9][C@H:8]2[OH:20])[C:5](=[O:21])[CH2:4][S:3]1.[Cl:22][C:23]1[CH:40]=[CH:39][C:26]([CH2:27][N:28]2[C:36]3[C:31](=[CH:32][C:33]([CH:37]=O)=[CH:34][CH:35]=3)[CH:30]=[N:29]2)=[C:25]([C:41]([F:44])([F:43])[F:42])[CH:24]=1. (2) Given the product [CH:1]1([N:7]2[C:8]([OH:28])=[C:9]([C:24]([NH:33][CH2:29][CH:30]([CH3:32])[CH3:31])=[O:26])[C:10]([OH:23])=[C:11]([C:14]([NH:16][CH2:17][C:18]([OH:20])=[O:19])=[O:15])[C:12]2=[O:13])[CH2:2][CH2:3][CH2:4][CH2:5][CH2:6]1, predict the reactants needed to synthesize it. The reactants are: [CH:1]1([N:7]2[C:12](=[O:13])[C:11]([C:14]([NH:16][CH2:17][C:18]([O:20]CC)=[O:19])=[O:15])=[C:10]([OH:23])[C:9]([C:24]([O:26]C)=O)=[C:8]2[OH:28])[CH2:6][CH2:5][CH2:4][CH2:3][CH2:2]1.[CH2:29]([NH2:33])[CH:30]([CH3:32])[CH3:31].[OH-].[Na+].Cl.